This data is from Choline transporter screen with 302,306 compounds. The task is: Binary Classification. Given a drug SMILES string, predict its activity (active/inactive) in a high-throughput screening assay against a specified biological target. (1) The result is 0 (inactive). The compound is O(C(=O)c1c2c(nc(c1)c1ccc(OC)cc1)ccc(c2)C)CC(=O)c1cc([N+]([O-])=O)ccc1. (2) The result is 0 (inactive). The compound is O1N=C(C2C1(CN(C2)Cc1ccccc1)C(=O)NCc1ccc(OC)cc1)c1ccc([N+]([O-])=O)cc1.